Dataset: NCI-60 drug combinations with 297,098 pairs across 59 cell lines. Task: Regression. Given two drug SMILES strings and cell line genomic features, predict the synergy score measuring deviation from expected non-interaction effect. (1) Drug 1: CC1C(C(=O)NC(C(=O)N2CCCC2C(=O)N(CC(=O)N(C(C(=O)O1)C(C)C)C)C)C(C)C)NC(=O)C3=C4C(=C(C=C3)C)OC5=C(C(=O)C(=C(C5=N4)C(=O)NC6C(OC(=O)C(N(C(=O)CN(C(=O)C7CCCN7C(=O)C(NC6=O)C(C)C)C)C)C(C)C)C)N)C. Drug 2: CS(=O)(=O)CCNCC1=CC=C(O1)C2=CC3=C(C=C2)N=CN=C3NC4=CC(=C(C=C4)OCC5=CC(=CC=C5)F)Cl. Cell line: MALME-3M. Synergy scores: CSS=14.5, Synergy_ZIP=5.78, Synergy_Bliss=14.4, Synergy_Loewe=-2.13, Synergy_HSA=1.67. (2) Drug 1: CC1=CC2C(CCC3(C2CCC3(C(=O)C)OC(=O)C)C)C4(C1=CC(=O)CC4)C. Drug 2: CN1C2=C(C=C(C=C2)N(CCCl)CCCl)N=C1CCCC(=O)O.Cl. Cell line: HCT-15. Synergy scores: CSS=-2.02, Synergy_ZIP=1.45, Synergy_Bliss=2.43, Synergy_Loewe=-1.00, Synergy_HSA=-0.584.